Dataset: Full USPTO retrosynthesis dataset with 1.9M reactions from patents (1976-2016). Task: Predict the reactants needed to synthesize the given product. (1) Given the product [F:15][CH:2]([F:1])[O:3][C@H:4]([CH3:14])[C@H:5]([NH:9][C:10](=[O:11])[O:12][CH3:13])[C:6](=[O:8])[N:16]1[CH2:20][CH2:19][CH2:18][C@H:17]1[C:21]1[NH:22][C:23]([C:26]2[CH:35]=[CH:34][C:33]3[C:28](=[CH:29][CH:30]=[C:31]([B:36]4[O:40][C:39]([CH3:42])([CH3:41])[C:38]([CH3:44])([CH3:43])[O:37]4)[CH:32]=3)[CH:27]=2)=[CH:24][N:25]=1, predict the reactants needed to synthesize it. The reactants are: [F:1][CH:2]([F:15])[O:3][C@H:4]([CH3:14])[C@H:5]([NH:9][C:10]([O:12][CH3:13])=[O:11])[C:6]([OH:8])=O.[NH:16]1[CH2:20][CH2:19][CH2:18][C@H:17]1[C:21]1[NH:22][C:23]([C:26]2[CH:35]=[CH:34][C:33]3[C:28](=[CH:29][CH:30]=[C:31]([B:36]4[O:40][C:39]([CH3:42])([CH3:41])[C:38]([CH3:44])([CH3:43])[O:37]4)[CH:32]=3)[CH:27]=2)=[CH:24][N:25]=1.CN(C(ON1N=NC2C=CC=NC1=2)=[N+](C)C)C.F[P-](F)(F)(F)(F)F.C(N(C(C)C)CC)(C)C. (2) Given the product [F:6][C:2]([F:7])([CH3:32])[CH2:3][N:29]1[CH2:30][CH2:31][CH:26]([CH2:25][O:24][C:21]2[CH:22]=[CH:23][C:18]([C:15]3[CH:14]=[CH:13][C:12]([S:9]([CH3:8])(=[O:11])=[O:10])=[CH:17][CH:16]=3)=[CH:19][CH:20]=2)[CH2:27][CH2:28]1, predict the reactants needed to synthesize it. The reactants are: F[C:2]([F:7])([F:6])[C:3](O)=O.[CH3:8][S:9]([C:12]1[CH:17]=[CH:16][C:15]([C:18]2[CH:23]=[CH:22][C:21]([O:24][CH2:25][CH:26]3[CH2:31][CH2:30][NH:29][CH2:28][CH2:27]3)=[CH:20][CH:19]=2)=[CH:14][CH:13]=1)(=[O:11])=[O:10].[CH3:32]S(C1C=CC(C2C=CC(OCC3CCN(CC(=O)C)CC3)=CC=2)=CC=1)(=O)=O.ClCC(=O)C.C([O-])([O-])=O.[K+].[K+]. (3) Given the product [Br:1][C:2]1[CH:7]=[CH:6][C:5]([O:8][CH:16]([C:17]2[CH:4]=[CH:3][C:2]([Br:1])=[CH:7][CH:18]=2)[C:20]([NH:9][C:10]2[CH:15]=[CH:14][CH:13]=[CH:12][N:11]=2)=[O:19])=[CH:4][CH:3]=1, predict the reactants needed to synthesize it. The reactants are: [Br:1][C:2]1[CH:7]=[CH:6][C:5]([OH:8])=[CH:4][CH:3]=1.[NH2:9][C:10]1[CH:15]=[CH:14][CH:13]=[CH:12][N:11]=1.[CH2:16]1[CH2:20][O:19][CH2:18][CH2:17]1. (4) Given the product [CH3:1][C:2]1[CH:8]=[CH:7][C:5]([OH:11])=[CH:4][C:3]=1[O:9][CH3:10], predict the reactants needed to synthesize it. The reactants are: [CH3:1][C:2]1[CH:8]=[CH:7][C:5](N)=[CH:4][C:3]=1[O:9][CH3:10].[OH:11]S(O)(=O)=O.N([O-])=O.[Na+].